This data is from Full USPTO retrosynthesis dataset with 1.9M reactions from patents (1976-2016). The task is: Predict the reactants needed to synthesize the given product. (1) Given the product [Cl:35][C:36]1[CH:43]=[C:42]([Cl:44])[CH:41]=[CH:40][C:37]=1[CH2:38][N:1]1[C:9]2[C:4](=[CH:5][C:6]([C:10]3[N:11]([CH2:23][C:24]4[C:25]([F:32])=[CH:26][C:27]([F:31])=[CH:28][C:29]=4[F:30])[N:12]=[C:13]4[C:18]=3[CH:17]=[CH:16][CH:15]=[C:14]4[C:19]([F:22])([F:21])[F:20])=[CH:7][CH:8]=2)[CH:3]=[CH:2]1, predict the reactants needed to synthesize it. The reactants are: [NH:1]1[C:9]2[C:4](=[CH:5][C:6]([C:10]3[N:11]([CH2:23][C:24]4[C:29]([F:30])=[CH:28][C:27]([F:31])=[CH:26][C:25]=4[F:32])[N:12]=[C:13]4[C:18]=3[CH:17]=[CH:16][CH:15]=[C:14]4[C:19]([F:22])([F:21])[F:20])=[CH:7][CH:8]=2)[CH:3]=[CH:2]1.[H-].[Na+].[Cl:35][C:36]1[CH:43]=[C:42]([Cl:44])[CH:41]=[CH:40][C:37]=1[CH2:38]Br. (2) Given the product [Br:17][CH2:11][C:8]1[CH:9]=[CH:10][C:5]2[N:6]([C:2]([CH3:1])=[C:3]([CH:13]([CH3:15])[CH3:14])[N:4]=2)[CH:7]=1, predict the reactants needed to synthesize it. The reactants are: [CH3:1][C:2]1[N:6]2[CH:7]=[C:8]([CH2:11]O)[CH:9]=[CH:10][C:5]2=[N:4][C:3]=1[CH:13]([CH3:15])[CH3:14].P(Br)(Br)[Br:17].